Dataset: Reaction yield outcomes from USPTO patents with 853,638 reactions. Task: Predict the reaction yield, written as a fraction of the theoretical maximum amount of product (1.0 means a 100% yield; for example, 0.34 means a 34% yield). (1) The reactants are CC(OI1(OC(C)=O)(OC(C)=O)OC(=O)C2C=CC=CC1=2)=O.[C:23]([O:27][C:28]([N:30]1[CH2:34][C@H:33]2[N:35]([C:39](=[O:46])[C:40]3[CH:45]=[CH:44][CH:43]=[CH:42][CH:41]=3)[CH2:36][C@H:37]([OH:38])[C@H:32]2[N:31]1[C:47](=[O:70])[C@@H:48]([NH:53][C:54](=[O:69])[C:55]1[CH:60]=[CH:59][C:58]([NH:61][C:62]([O:64][C:65]([CH3:68])([CH3:67])[CH3:66])=[O:63])=[CH:57][CH:56]=1)[CH2:49][CH:50]([CH3:52])[CH3:51])=[O:29])([CH3:26])([CH3:25])[CH3:24]. The catalyst is ClCCl. The product is [C:23]([O:27][C:28]([N:30]1[CH2:34][C@H:33]2[N:35]([C:39](=[O:46])[C:40]3[CH:41]=[CH:42][CH:43]=[CH:44][CH:45]=3)[CH2:36][C:37](=[O:38])[C@H:32]2[N:31]1[C:47](=[O:70])[C@@H:48]([NH:53][C:54](=[O:69])[C:55]1[CH:56]=[CH:57][C:58]([NH:61][C:62]([O:64][C:65]([CH3:68])([CH3:67])[CH3:66])=[O:63])=[CH:59][CH:60]=1)[CH2:49][CH:50]([CH3:52])[CH3:51])=[O:29])([CH3:24])([CH3:25])[CH3:26]. The yield is 0.650. (2) The reactants are [NH2:1][C:2]1[CH:10]=[C:9]([O:11][CH3:12])[C:8]([O:13][CH3:14])=[CH:7][C:3]=1[C:4]([NH2:6])=[O:5].[O:15]1[C:20]2[CH:21]=[CH:22][C:23]([CH:25]=O)=[CH:24][C:19]=2[O:18][CH2:17][CH2:16]1.COC1C=C(OC)C=C2C=1C(=O)NC(C1C=CC=CN=1)=N2. No catalyst specified. The product is [O:15]1[CH2:16][CH2:17][O:18][C:19]2[CH:24]=[C:23]([C:25]3[NH:6][C:4](=[O:5])[C:3]4[C:2](=[CH:10][C:9]([O:11][CH3:12])=[C:8]([O:13][CH3:14])[CH:7]=4)[N:1]=3)[CH:22]=[CH:21][C:20]1=2. The yield is 0.690.